This data is from Peptide-MHC class II binding affinity with 134,281 pairs from IEDB. The task is: Regression. Given a peptide amino acid sequence and an MHC pseudo amino acid sequence, predict their binding affinity value. This is MHC class II binding data. (1) The peptide sequence is GLLSYVIGLLPQNMV. The MHC is DRB1_0401 with pseudo-sequence DRB1_0401. The binding affinity (normalized) is 0.931. (2) The peptide sequence is VDCRPFNGGESKLKA. The binding affinity (normalized) is 0.145. The MHC is DRB1_1001 with pseudo-sequence DRB1_1001. (3) The peptide sequence is ATTANVPPADKYKTF. The MHC is DRB1_0701 with pseudo-sequence DRB1_0701. The binding affinity (normalized) is 0.190. (4) The peptide sequence is TMASYQAVSTAAVAA. The MHC is HLA-DQA10501-DQB10301 with pseudo-sequence HLA-DQA10501-DQB10301. The binding affinity (normalized) is 0.519. (5) The MHC is DRB1_0101 with pseudo-sequence DRB1_0101. The binding affinity (normalized) is 0.482. The peptide sequence is EKKPFAATQFEPLAA. (6) The peptide sequence is GETLLRAVESYLLAH. The MHC is DRB1_0401 with pseudo-sequence DRB1_0401. The binding affinity (normalized) is 0.634. (7) The binding affinity (normalized) is 0.667. The peptide sequence is NLALSIKYNKEGDSM. The MHC is DRB1_0802 with pseudo-sequence DRB1_0802. (8) The MHC is HLA-DQA10301-DQB10302 with pseudo-sequence HLA-DQA10301-DQB10302. The binding affinity (normalized) is 0.292. The peptide sequence is AAYLATRGLDVVDAV. (9) The peptide sequence is IHSLRRLYPSVFEKH. The MHC is DRB1_0901 with pseudo-sequence DRB1_0901. The binding affinity (normalized) is 0.832.